Dataset: Reaction yield outcomes from USPTO patents with 853,638 reactions. Task: Predict the reaction yield, written as a fraction of the theoretical maximum amount of product (1.0 means a 100% yield; for example, 0.34 means a 34% yield). (1) The reactants are [Si]([O:8][CH2:9][C:10]#[C:11][C:12]1[N:13]=[CH:14][C:15]([NH:18][C:19]2[N:24]=[CH:23][N:22]=[C:21]([NH:25][CH2:26][CH:27]3[CH2:32][CH2:31][N:30](C(OC(C)(C)C)=O)[CH2:29][CH2:28]3)[CH:20]=2)=[N:16][CH:17]=1)(C(C)(C)C)(C)C. The catalyst is [F-].C([N+](CCCC)(CCCC)CCCC)CCC. The product is [NH:30]1[CH2:31][CH2:32][CH:27]([CH2:26][NH:25][C:21]2[N:22]=[CH:23][N:24]=[C:19]([NH:18][C:15]3[N:16]=[CH:17][C:12]([C:11]#[C:10][CH2:9][OH:8])=[N:13][CH:14]=3)[CH:20]=2)[CH2:28][CH2:29]1. The yield is 0.0750. (2) The reactants are [OH:1][C:2]1[CH:7]=[C:6]([O:8][CH2:9][CH2:10][CH2:11][CH2:12][O:13][C:14]2[CH:19]=[CH:18][C:17]([C:20](=[O:25])[CH2:21][CH:22]([CH3:24])[CH3:23])=[C:16]([OH:26])[C:15]=2[CH3:27])[CH:5]=[CH:4][C:3]=1[CH2:28][CH2:29][C:30]([OH:32])=O.C1(C)C=CC(S(O)(=O)=O)=CC=1. The catalyst is C1C=CC=CC=1. The product is [OH:26][C:16]1[C:15]([CH3:27])=[C:14]([CH:19]=[CH:18][C:17]=1[C:20](=[O:25])[CH2:21][CH:22]([CH3:24])[CH3:23])[O:13][CH2:12][CH2:11][CH2:10][CH2:9][O:8][C:6]1[CH:7]=[C:2]2[C:3]([CH2:28][CH2:29][C:30](=[O:32])[O:1]2)=[CH:4][CH:5]=1. The yield is 0.650. (3) The reactants are Br[C:2]1[CH:3]=[C:4]2[C:8](=[CH:9][CH:10]=1)[CH:7]([NH:11][C:12]([C:14]1([NH:17][C:18](=[O:23])[C:19]([F:22])([F:21])[F:20])[CH2:16][CH2:15]1)=[O:13])[CH2:6][CH2:5]2.[CH3:24][O:25][C:26]([C:28]1[CH:33]=[CH:32][CH:31]=[CH:30][C:29]=1B(O)O)=[O:27].C(=O)([O-])[O-].[Na+].[Na+]. The catalyst is O1CCOCC1.O.[Pd](Cl)Cl. The product is [CH3:24][O:25][C:26](=[O:27])[C:28]1[CH:33]=[CH:32][CH:31]=[CH:30][C:29]=1[C:2]1[CH:3]=[C:4]2[C:8](=[CH:9][CH:10]=1)[CH:7]([NH:11][C:12]([C:14]1([NH:17][C:18](=[O:23])[C:19]([F:20])([F:21])[F:22])[CH2:15][CH2:16]1)=[O:13])[CH2:6][CH2:5]2. The yield is 0.910. (4) The reactants are COC1C=CC(C[NH:8][C:9]2[N:14]=[CH:13][C:12]([O:15][CH2:16][CH2:17][S:18][CH3:19])=[CH:11][N:10]=2)=CC=1. The catalyst is FC(F)(F)C(O)=O. The product is [CH3:19][S:18][CH2:17][CH2:16][O:15][C:12]1[CH:13]=[N:14][C:9]([NH2:8])=[N:10][CH:11]=1. The yield is 0.180.